Dataset: Forward reaction prediction with 1.9M reactions from USPTO patents (1976-2016). Task: Predict the product of the given reaction. (1) Given the reactants [C:1]([S:4][C:5]1[CH2:12][S:11][C@H:10]2[N:7]([C:8](=[O:26])[C@H:9]2[NH:13][C:14](=[O:25])[CH2:15][S:16][C:17]2[CH:22]=[C:21]([Cl:23])[N:20]=[C:19]([Cl:24])[CH:18]=2)[C:6]=1[C:27]([O:29][CH:30]([C:37]1[CH:42]=[CH:41][CH:40]=[CH:39][CH:38]=1)[C:31]1[CH:36]=[CH:35][CH:34]=[CH:33][CH:32]=1)=[O:28])(=O)C.N1CCOCC1.[Cl:49]CI.C(N(C(C)C)CC)(C)C, predict the reaction product. The product is: [Cl:49][CH2:1][S:4][C:5]1[CH2:12][S:11][C@H:10]2[N:7]([C:8](=[O:26])[C@H:9]2[NH:13][C:14](=[O:25])[CH2:15][S:16][C:17]2[CH:18]=[C:19]([Cl:24])[N:20]=[C:21]([Cl:23])[CH:22]=2)[C:6]=1[C:27]([O:29][CH:30]([C:31]1[CH:32]=[CH:33][CH:34]=[CH:35][CH:36]=1)[C:37]1[CH:38]=[CH:39][CH:40]=[CH:41][CH:42]=1)=[O:28]. (2) Given the reactants [CH3:1][NH:2][CH2:3][CH2:4][OH:5].C(OCC)(=O)C.[C:12]([Cl:20])(=[O:19])[C:13]1[CH:18]=[CH:17][CH:16]=[CH:15][CH:14]=1, predict the reaction product. The product is: [ClH:20].[C:12]([O:5][CH2:4][CH2:3][NH:2][CH3:1])(=[O:19])[C:13]1[CH:18]=[CH:17][CH:16]=[CH:15][CH:14]=1. (3) Given the reactants [CH:1]1([CH2:6][CH:7]([C:16]2[NH:20][C:19]([C:21]3[N:26]=[CH:25][C:24]([CH:27]([OH:29])[CH3:28])=[CH:23][CH:22]=3)=[CH:18][CH:17]=2)[C:8]2[CH:13]=[CH:12][C:11](SC)=[CH:10][N:9]=2)[CH2:5][CH2:4][CH2:3][CH2:2]1.O1CCC[CH2:31]1.O.O[O:37][S:38]([O-:40])=O.[K+], predict the reaction product. The product is: [CH:1]1([CH2:6][CH:7]([C:16]2[NH:20][C:19]([C:21]3[N:26]=[CH:25][C:24]([CH:27]([OH:29])[CH3:28])=[CH:23][CH:22]=3)=[CH:18][CH:17]=2)[C:8]2[CH:13]=[CH:12][C:11]([S:38]([CH3:31])(=[O:40])=[O:37])=[CH:10][N:9]=2)[CH2:2][CH2:3][CH2:4][CH2:5]1. (4) Given the reactants [Si]([C:8]1([OH:28])[C:21]2[O:22][C@@H:18]3[C@@:19]45[CH2:23][CH2:24][N:25]([CH3:26])[C@@H:13]([C@@H:14]4[CH:15]=[CH:16][C@@H:17]3[OH:27])[CH2:12][C:11]([C:20]5=2)=[CH:10][CH2:9]1)(C(C)(C)C)(C)C.[CH3:29][N:30]1[C@@H:47]2[CH2:48][C:35]3[CH:36]=[CH:37][C:38]([O:50][CH3:51])=[C:39]4[O:40][C@H:41]5[C:42]([CH2:44][CH2:45][C@:46]2([OH:49])[C@:33]5([C:34]=34)[CH2:32][CH2:31]1)=[O:43].N(C(OCC)=O)=NC(OCC)=O.C1(P(C2C=CC=CC=2)C2C=CC=CC=2)C=CC=CC=1.C([C@@]12OC3=C(O[SiH](C)C)C=CC4C[C@H]5N(CC[C@]1([C@H]5C=C[C@@H]2O)C=43)C)CCC, predict the reaction product. The product is: [CH:10]1[C:11]2[CH2:12][C@H:13]3[N:25]([CH2:24][CH2:23][C@@:19]45[C@H:14]3[CH:15]=[CH:16][C@H:17]([OH:27])[C@@H:18]4[O:22][C:21]([C:20]=25)=[C:8]([OH:28])[CH:9]=1)[CH3:26].[CH3:29][N:30]1[C@@H:47]2[CH2:48][C:35]3[CH:36]=[CH:37][C:38]([O:50][CH3:51])=[C:39]4[O:40][C@H:41]5[C:42]([CH2:44][CH2:45][C@:46]2([OH:49])[C@:33]5([C:34]=34)[CH2:32][CH2:31]1)=[O:43].